This data is from Full USPTO retrosynthesis dataset with 1.9M reactions from patents (1976-2016). The task is: Predict the reactants needed to synthesize the given product. (1) Given the product [C:22]([O:21][C:19]([NH:26][C:27]1[CH:28]=[N:34][CH:1]=[CH:2][C:48]=1[CH2:49][NH:35][CH:36]1[CH2:37][CH2:38][N:39]([C:42]([O:44][CH2:45][CH3:46])=[O:43])[CH2:40][CH2:41]1)=[O:20])([CH3:23])([CH3:24])[CH3:25], predict the reactants needed to synthesize it. The reactants are: [C:1](O[BH-](OC(=O)C)OC(=O)C)(=O)[CH3:2].[Na+].C(O)(=O)C.[C:19]([N:26]1C=CC(C=O)=[C:28]([NH2:34])[CH2:27]1)([O:21][C:22]([CH3:25])([CH3:24])[CH3:23])=[O:20].[NH2:35][CH:36]1[CH2:41][CH2:40][N:39]([C:42]([O:44][CH2:45][CH3:46])=[O:43])[CH2:38][CH2:37]1.Cl[CH:48](Cl)[CH3:49]. (2) Given the product [Cl:1][C:2]1[CH:7]=[CH:6][CH:5]=[C:4]([F:8])[C:3]=1[CH2:9][N:10]([CH2:24][C:25]([O:27][CH3:28])=[O:26])[C@H:11]1[CH2:15][CH2:14][N:13]([C:16]([O:18][C:19]([CH3:22])([CH3:21])[CH3:20])=[O:17])[CH2:12]1, predict the reactants needed to synthesize it. The reactants are: [Cl:1][C:2]1[CH:7]=[CH:6][CH:5]=[C:4]([F:8])[C:3]=1[CH2:9][NH:10][C@H:11]1[CH2:15][CH2:14][N:13]([C:16]([O:18][C:19]([CH3:22])([CH3:21])[CH3:20])=[O:17])[CH2:12]1.Br[CH2:24][C:25]([O:27][CH3:28])=[O:26].C(=O)([O-])O.[Na+].[I-].[K+]. (3) Given the product [NH2:6][C@@H:7]([CH:70]([CH3:72])[CH3:71])[C:8]([NH:10][C@@H:11]([CH3:69])[C:12]([NH:14][C:15]1[CH:16]=[CH:17][C:18]([C:21]2[CH2:22][C@@H:23]3[N:29]([CH:30]=2)[C:28](=[O:31])[C:27]2[CH:32]=[C:33]([O:67][CH3:68])[C:34]([O:36][CH2:37][CH2:38][CH2:39][O:40][C:41]4[C:64]([O:65][CH3:66])=[CH:63][C:44]5[C:45](=[O:62])[N:46]6[CH:52]=[C:51]([C:53]7[CH:61]=[CH:60][C:56]8[O:57][CH2:58][O:59][C:55]=8[CH:54]=7)[CH2:50][C@H:47]6[CH:48]=[N:49][C:43]=5[CH:42]=4)=[CH:35][C:26]=2[N:25]=[CH:24]3)=[CH:19][CH:20]=1)=[O:13])=[O:9], predict the reactants needed to synthesize it. The reactants are: C(OC(=O)[NH:6][C@@H:7]([CH:70]([CH3:72])[CH3:71])[C:8]([NH:10][C@@H:11]([CH3:69])[C:12]([NH:14][C:15]1[CH:20]=[CH:19][C:18]([C:21]2[CH2:22][C@@H:23]3[N:29]([CH:30]=2)[C:28](=[O:31])[C:27]2[CH:32]=[C:33]([O:67][CH3:68])[C:34]([O:36][CH2:37][CH2:38][CH2:39][O:40][C:41]4[C:64]([O:65][CH3:66])=[CH:63][C:44]5[C:45](=[O:62])[N:46]6[CH:52]=[C:51]([C:53]7[CH:61]=[CH:60][C:56]8[O:57][CH2:58][O:59][C:55]=8[CH:54]=7)[CH2:50][C@H:47]6[CH:48]=[N:49][C:43]=5[CH:42]=4)=[CH:35][C:26]=2[N:25]=[CH:24]3)=[CH:17][CH:16]=1)=[O:13])=[O:9])C=C.N1CCCC1. (4) Given the product [C:21]([OH:23])(=[O:22])[CH3:20].[CH3:3][N:4]1[C:10]2[CH:11]=[CH:12][CH:13]=[CH:14][C:9]=2[C:8](/[CH:15]=[CH:16]/[C:17]2[CH:18]=[CH:19][C:20]([C:21]([OH:23])=[O:22])=[CH:25][CH:26]=2)=[N:7][CH2:6][CH2:5]1, predict the reactants needed to synthesize it. The reactants are: [OH-].[K+].[CH3:3][N:4]1[C:10]2[CH:11]=[CH:12][CH:13]=[CH:14][C:9]=2[C:8](/[CH:15]=[CH:16]/[C:17]2[CH:26]=[CH:25][C:20]([C:21]([O:23]C)=[O:22])=[CH:19][CH:18]=2)=[N:7][CH2:6][CH2:5]1. (5) Given the product [CH3:24][O:23][C:19]1[CH:18]=[C:17]([C@H:14]([NH:13][C:11]([C:8]2[CH:9]=[C:10]3[C:5](=[CH:6][CH:7]=2)[NH:4][N:3]=[C:2]3[C:36]2[CH:37]=[CH:38][C:33]([O:32][CH:29]3[CH2:28][CH2:27][N:26]([CH3:25])[CH2:31][CH2:30]3)=[CH:34][CH:35]=2)=[O:12])[CH2:15][CH3:16])[CH:22]=[CH:21][CH:20]=1, predict the reactants needed to synthesize it. The reactants are: I[C:2]1[C:10]2[C:5](=[CH:6][CH:7]=[C:8]([C:11]([NH:13][C@@H:14]([C:17]3[CH:22]=[CH:21][CH:20]=[C:19]([O:23][CH3:24])[CH:18]=3)[CH2:15][CH3:16])=[O:12])[CH:9]=2)[NH:4][N:3]=1.[CH3:25][N:26]1[CH2:31][CH2:30][CH:29]([O:32][C:33]2[CH:38]=[CH:37][C:36](B3OC(C)(C)C(C)(C)O3)=[CH:35][CH:34]=2)[CH2:28][CH2:27]1.